From a dataset of Catalyst prediction with 721,799 reactions and 888 catalyst types from USPTO. Predict which catalyst facilitates the given reaction. Reactant: [F:1][C:2]([F:43])([F:42])[CH2:3][NH:4][C:5]([NH:7][C:8]1[CH:9]=[C:10]([C:14]2[N:18]3[N:19]=[CH:20][C:21]([C:23]4[CH:24]=[CH:25][C:26]([N:29]5[CH2:34][CH2:33][N:32](C(OC(C)(C)C)=O)[CH2:31][CH2:30]5)=[N:27][CH:28]=4)=[CH:22][C:17]3=[N:16][CH:15]=2)[CH:11]=[CH:12][CH:13]=1)=[O:6].Cl. Product: [N:29]1([C:26]2[N:27]=[CH:28][C:23]([C:21]3[CH:20]=[N:19][N:18]4[C:14]([C:10]5[CH:9]=[C:8]([NH:7][C:5]([NH:4][CH2:3][C:2]([F:1])([F:42])[F:43])=[O:6])[CH:13]=[CH:12][CH:11]=5)=[CH:15][N:16]=[C:17]4[CH:22]=3)=[CH:24][CH:25]=2)[CH2:34][CH2:33][NH:32][CH2:31][CH2:30]1. The catalyst class is: 71.